Dataset: Forward reaction prediction with 1.9M reactions from USPTO patents (1976-2016). Task: Predict the product of the given reaction. (1) Given the reactants [CH3:1][C:2]1[CH:10]=[CH:9][C:5]([C:6]([OH:8])=O)=[CH:4][CH:3]=1.C(N(CC)CC)C.[NH2:18][C:19]1[CH:24]=[CH:23][CH:22]=[CH:21][CH:20]=1, predict the reaction product. The product is: [CH3:1][C:2]1[CH:3]=[CH:4][C:5]([C:6]([NH:18][C:19]2[CH:24]=[CH:23][CH:22]=[CH:21][CH:20]=2)=[O:8])=[CH:9][CH:10]=1. (2) Given the reactants CN([CH:4]=[CH:5][C:6](=[O:11])[CH2:7][CH2:8][CH2:9][CH3:10])C.[S:12]1CC(O)S[CH2:14][CH:13]1O, predict the reaction product. The product is: [C:6]([C:5]1[CH:14]=[CH:13][S:12][CH:4]=1)(=[O:11])[CH2:7][CH2:8][CH2:9][CH3:10].